From a dataset of Peptide-MHC class I binding affinity with 185,985 pairs from IEDB/IMGT. Regression. Given a peptide amino acid sequence and an MHC pseudo amino acid sequence, predict their binding affinity value. This is MHC class I binding data. (1) The peptide sequence is ASLPTTIAK. The MHC is HLA-A33:01 with pseudo-sequence HLA-A33:01. The binding affinity (normalized) is 0.00570. (2) The peptide sequence is IDYVPLKSAT. The MHC is HLA-B44:02 with pseudo-sequence HLA-B44:02. The binding affinity (normalized) is 0.0206. (3) The peptide sequence is TMHQDVATF. The MHC is HLA-A29:02 with pseudo-sequence HLA-A29:02. The binding affinity (normalized) is 0.213. (4) The peptide sequence is ALGPAATL. The MHC is HLA-A02:06 with pseudo-sequence HLA-A02:06. The binding affinity (normalized) is 0.333. (5) The peptide sequence is TDVTPNYADIL. The MHC is Mamu-B01 with pseudo-sequence Mamu-B01. The binding affinity (normalized) is 0.0439. (6) The peptide sequence is LASAILNAHE. The MHC is HLA-B58:01 with pseudo-sequence HLA-B58:01. The binding affinity (normalized) is 0.363. (7) The peptide sequence is KAGQYVTIW. The MHC is HLA-A02:01 with pseudo-sequence HLA-A02:01. The binding affinity (normalized) is 0.0157.